From a dataset of Forward reaction prediction with 1.9M reactions from USPTO patents (1976-2016). Predict the product of the given reaction. Given the reactants [O:1]1[C:5]2[CH:6]=[CH:7][CH:8]=[CH:9][C:4]=2[CH:3]=[C:2]1B(O)O.Br[C:14]1[CH:15]=[N:16][CH:17]=[CH:18][C:19]=1[CH:20]([OH:22])[CH3:21].C(=O)([O-])[O-].[Na+].[Na+].O.C(Cl)Cl, predict the reaction product. The product is: [O:1]1[C:5]2[CH:6]=[CH:7][CH:8]=[CH:9][C:4]=2[CH:3]=[C:2]1[C:14]1[CH:15]=[N:16][CH:17]=[CH:18][C:19]=1[CH:20]([OH:22])[CH3:21].